Dataset: Full USPTO retrosynthesis dataset with 1.9M reactions from patents (1976-2016). Task: Predict the reactants needed to synthesize the given product. (1) Given the product [Si:31]([O:32][CH:33]1[CH2:34][CH2:35][N:36]([C:2]2[CH:11]=[C:10]([C:12]([NH:14][C:15]3[C:16]([CH3:26])=[C:17]([CH:22]=[CH:23][C:24]=3[CH3:25])[C:18]([O:20][CH3:21])=[O:19])=[O:13])[C:9]3[C:4](=[CH:5][CH:6]=[CH:7][CH:8]=3)[N:3]=2)[CH2:37][CH2:38]1)([C:27]([CH3:30])([CH3:29])[CH3:28])([CH3:40])[CH3:39], predict the reactants needed to synthesize it. The reactants are: Cl[C:2]1[CH:11]=[C:10]([C:12]([NH:14][C:15]2[C:16]([CH3:26])=[C:17]([CH:22]=[CH:23][C:24]=2[CH3:25])[C:18]([O:20][CH3:21])=[O:19])=[O:13])[C:9]2[C:4](=[CH:5][CH:6]=[CH:7][CH:8]=2)[N:3]=1.[C:27]([Si:31]([CH3:40])([CH3:39])[O:32][CH:33]1[CH2:38][CH2:37][NH:36][CH2:35][CH2:34]1)([CH3:30])([CH3:29])[CH3:28].C([O-])([O-])=O.[Cs+].[Cs+]. (2) Given the product [NH2:12][C:8]1[CH:7]=[C:6]2[C:11](=[CH:10][CH:9]=1)[N:2]([CH3:1])[C:3](=[O:15])[CH2:4][CH2:5]2, predict the reactants needed to synthesize it. The reactants are: [CH3:1][N:2]1[C:11]2[C:6](=[CH:7][C:8]([N+:12]([O-])=O)=[CH:9][CH:10]=2)[CH2:5][CH2:4][C:3]1=[O:15].[H][H].